Dataset: Catalyst prediction with 721,799 reactions and 888 catalyst types from USPTO. Task: Predict which catalyst facilitates the given reaction. (1) The catalyst class is: 4. Reactant: [Br:1][C:2]1[CH:7]=[CH:6][C:5]([CH:8]([C:13]2[CH:18]=[CH:17][C:16]([Cl:19])=[CH:15][CH:14]=2)[CH2:9][C:10](O)=[O:11])=[CH:4][CH:3]=1.C1C=CC2C=[C:25]([NH2:30])C=CC=2C=1.Cl.CN(C)CCCC(N=C=N)C. Product: [Br:1][C:2]1[CH:7]=[CH:6][C:5]([CH:8]([C:13]2[CH:18]=[CH:17][C:16]([Cl:19])=[CH:15][CH:14]=2)[CH2:9][C:10]([NH:30][CH3:25])=[O:11])=[CH:4][CH:3]=1. (2) Reactant: [Br:1][C:2]1[CH:3]=[C:4]([CH:8]=[CH:9][C:10]=1[CH3:11])[CH:5]=[N:6][OH:7].N1C=CC=CC=1.ClN1C(=O)CCC1=O.[CH2:26]=[C:27]1[CH2:31][CH2:30][CH2:29][CH2:28]1.C(N(CC)CC)C. Product: [Br:1][C:2]1[CH:3]=[C:4]([C:5]2[CH2:26][C:27]3([CH2:31][CH2:30][CH2:29][CH2:28]3)[O:7][N:6]=2)[CH:8]=[CH:9][C:10]=1[CH3:11]. The catalyst class is: 1. (3) Reactant: [CH:1]([C:4]1[C:5]([O:29][CH2:30][O:31][CH3:32])=[CH:6][C:7]([O:25][CH2:26][O:27][CH3:28])=[C:8]([C:10]2[N:14]([C:15]3[CH:20]=[CH:19][C:18]([O:21][CH3:22])=[CH:17][CH:16]=3)[C:13](SC)=[N:12][N:11]=2)[CH:9]=1)([CH3:3])[CH3:2].Cl[C:34]1C=CC=C(C(OO)=O)C=1.[S:44]([O-:47])([O-])=[O:45].[K+].[K+]. Product: [CH:1]([C:4]1[C:5]([O:29][CH2:30][O:31][CH3:32])=[CH:6][C:7]([O:25][CH2:26][O:27][CH3:28])=[C:8]([C:10]2[N:14]([C:15]3[CH:16]=[CH:17][C:18]([O:21][CH3:22])=[CH:19][CH:20]=3)[C:13]([S:44]([CH3:34])(=[O:47])=[O:45])=[N:12][N:11]=2)[CH:9]=1)([CH3:2])[CH3:3]. The catalyst class is: 2. (4) Reactant: C(O)(=O)C#CC.[O:7]1[CH2:11][CH2:10][CH2:9][CH2:8]1.C(Cl)(=O)C(Cl)=O.Cl.[NH2:19][C:20]1[N:21]=[C:22]2[CH:27]=[CH:26][C:25]([O:28][C:29]3[CH:30]=[CH:31][C:32]([CH3:45])=[C:33]([NH:35][C:36]([C:38]4[N:42]([CH3:43])[N:41]=[C:40]([CH3:44])[CH:39]=4)=[O:37])[CH:34]=3)=[N:24][N:23]2[CH:46]=1. Product: [C:11]([NH:19][C:20]1[N:21]=[C:22]2[CH:27]=[CH:26][C:25]([O:28][C:29]3[CH:30]=[CH:31][C:32]([CH3:45])=[C:33]([NH:35][C:36]([C:38]4[N:42]([CH3:43])[N:41]=[C:40]([CH3:44])[CH:39]=4)=[O:37])[CH:34]=3)=[N:24][N:23]2[CH:46]=1)(=[O:7])[C:10]#[C:9][CH3:8]. The catalyst class is: 402. (5) Reactant: [CH:1]1([NH:6][C:7]([NH:9][C:10]([C:30]2[CH:35]=[CH:34][CH:33]=[C:32]([O:36][C:37]([F:40])([F:39])[F:38])[CH:31]=2)([C:19]2[CH:24]=[CH:23][CH:22]=[C:21]([O:25][C:26]([F:29])([F:28])[F:27])[CH:20]=2)[CH2:11][C:12]2[CH:17]=[CH:16][C:15]([OH:18])=[CH:14][CH:13]=2)=[O:8])[CH2:5][CH2:4][CH2:3][CH2:2]1.C1(P(C2C=CC=CC=2)C2C=CC=CC=2)C=CC=CC=1.O[CH2:61][CH2:62][CH2:63][CH2:64][CH2:65][C:66]([O:68][CH2:69][CH3:70])=[O:67].CCOC(/N=N/C(OCC)=O)=O. Product: [CH:1]1([NH:6][C:7](=[O:8])[NH:9][C:10]([C:19]2[CH:24]=[CH:23][CH:22]=[C:21]([O:25][C:26]([F:29])([F:28])[F:27])[CH:20]=2)([C:30]2[CH:35]=[CH:34][CH:33]=[C:32]([O:36][C:37]([F:38])([F:39])[F:40])[CH:31]=2)[CH2:11][C:12]2[CH:17]=[CH:16][C:15]([O:18][CH2:61][CH2:62][CH2:63][CH2:64][CH2:65][C:66]([O:68][CH2:69][CH3:70])=[O:67])=[CH:14][CH:13]=2)[CH2:2][CH2:3][CH2:4][CH2:5]1. The catalyst class is: 1.